This data is from Reaction yield outcomes from USPTO patents with 853,638 reactions. The task is: Predict the reaction yield, written as a fraction of the theoretical maximum amount of product (1.0 means a 100% yield; for example, 0.34 means a 34% yield). (1) The product is [NH2:23][CH:7]([C:6]1[CH:1]=[CH:2][C:3]2[O:11][CH2:10][O:9][C:4]=2[CH:5]=1)[CH2:13][C:12]([OH:18])=[O:17]. The catalyst is C(O)C. The reactants are [CH:1]1[C:6]([CH:7]=O)=[CH:5][C:4]2[O:9][CH2:10][O:11][C:3]=2[CH:2]=1.[C:12]([OH:18])(=[O:17])[CH2:13]C(O)=O.C([O-])(=O)C.[NH4+:23]. The yield is 0.700. (2) The reactants are [F:1][C:2]([F:11])([F:10])[C:3]1[CH:8]=[CH:7][CH:6]=[CH:5][C:4]=1Br.B(O)O.[C:15]([O-:18])([O-])=O.[Na+].[Na+]. The catalyst is O1CCOCC1.O.C1C=CC([P]([Pd]([P](C2C=CC=CC=2)(C2C=CC=CC=2)C2C=CC=CC=2)([P](C2C=CC=CC=2)(C2C=CC=CC=2)C2C=CC=CC=2)[P](C2C=CC=CC=2)(C2C=CC=CC=2)C2C=CC=CC=2)(C2C=CC=CC=2)C2C=CC=CC=2)=CC=1. The product is [F:1][C:2]([F:11])([F:10])[C:3]1[CH:8]=[CH:7][CH:6]=[CH:5][C:4]=1[C:3]1[CH:8]=[CH:7][C:6]([CH:15]=[O:18])=[CH:5][CH:4]=1. The yield is 0.880. (3) The reactants are [C:1]1([C:7]2[CH:12]=[CH:11][C:10]([C:13]([CH3:15])=[CH2:14])=[CH:9][N:8]=2)[CH:6]=[CH:5][CH:4]=[CH:3][CH:2]=1. The catalyst is [Pd].[Pt].CCO. The product is [C:1]1([C:7]2[CH:12]=[CH:11][C:10]([CH:13]([CH3:15])[CH3:14])=[CH:9][N:8]=2)[CH:2]=[CH:3][CH:4]=[CH:5][CH:6]=1. The yield is 0.540. (4) The product is [CH:8]([C:7]1[C:6]([N:10]2[CH:22]=[CH:21][N:13]3[C:14]4[CH2:15][CH2:16][CH2:17][CH2:18][C:19]=4[CH:20]=[C:12]3[C:11]2=[O:23])=[N:5][CH:4]=[CH:3][C:2]=1[C:29]1[CH:28]=[C:27]([NH:40][C:41]2[CH:50]=[C:44]3[CH2:45][N:46]([CH3:49])[CH2:47][CH2:48][N:43]3[N:42]=2)[C:26](=[O:51])[N:25]([CH3:24])[CH:30]=1)=[O:9]. The catalyst is O.C1C=CC(P(C2C=CC=CC=2)[C-]2C=CC=C2)=CC=1.C1C=CC(P(C2C=CC=CC=2)[C-]2C=CC=C2)=CC=1.Cl[Pd]Cl.[Fe+2].C(#N)C. The reactants are Cl[C:2]1[C:7]([CH:8]=[O:9])=[C:6]([N:10]2[CH:22]=[CH:21][N:13]3[C:14]4[CH2:15][CH2:16][CH2:17][CH2:18][C:19]=4[CH:20]=[C:12]3[C:11]2=[O:23])[N:5]=[CH:4][CH:3]=1.[CH3:24][N:25]1[CH:30]=[C:29](B2OC(C)(C)C(C)(C)O2)[CH:28]=[C:27]([NH:40][C:41]2[CH:50]=[C:44]3[CH2:45][N:46]([CH3:49])[CH2:47][CH2:48][N:43]3[N:42]=2)[C:26]1=[O:51].[O-]P([O-])([O-])=O.[K+].[K+].[K+].C([O-])(=O)C.[Na+]. The yield is 0.540. (5) The reactants are Br[C:2]1[CH:7]=[C:6]([C:8]2([C:19]3[CH:24]=[C:23]([CH3:25])[C:22]([O:26][CH3:27])=[C:21]([CH3:28])[CH:20]=3)[C:16]3[C:11](=[C:12]([F:17])[CH:13]=[CH:14][CH:15]=3)[C:10]([NH2:18])=[N:9]2)[CH:5]=[CH:4][N:3]=1.[N:29]1[CH:34]=[C:33](B(O)O)[CH:32]=[N:31][CH:30]=1. No catalyst specified. The product is [F:17][C:12]1[CH:13]=[CH:14][CH:15]=[C:16]2[C:11]=1[C:10]([NH2:18])=[N:9][C:8]2([C:19]1[CH:24]=[C:23]([CH3:25])[C:22]([O:26][CH3:27])=[C:21]([CH3:28])[CH:20]=1)[C:6]1[CH:5]=[CH:4][N:3]=[C:2]([C:33]2[CH:34]=[N:29][CH:30]=[N:31][CH:32]=2)[CH:7]=1. The yield is 0.0500.